From a dataset of Catalyst prediction with 721,799 reactions and 888 catalyst types from USPTO. Predict which catalyst facilitates the given reaction. Reactant: C([S:8][C:9]([CH3:16])([CH2:13][CH2:14][CH3:15])[CH2:10][CH2:11][OH:12])C1C=CC=CC=1.N.CCO.Cl. Product: [SH:8][C:9]([CH3:16])([CH2:13][CH2:14][CH3:15])[CH2:10][CH2:11][OH:12]. The catalyst class is: 28.